This data is from Forward reaction prediction with 1.9M reactions from USPTO patents (1976-2016). The task is: Predict the product of the given reaction. (1) Given the reactants [CH:1]1([O:6][C:7]2[N:15]=[C:14]3[C:10]([N:11]=[CH:12][N:13]3C3CCCO3)=[C:9]([NH2:21])[N:8]=2)[CH2:5][CH2:4][CH2:3][CH2:2]1.[C:22](Cl)(=[O:29])[C:23]1[CH:28]=[CH:27][CH:26]=[CH:25][CH:24]=1, predict the reaction product. The product is: [CH:1]1([O:6][C:7]2[N:15]=[C:14]3[C:10]([N:11]=[CH:12][NH:13]3)=[C:9]([NH:21][C:22](=[O:29])[C:23]3[CH:28]=[CH:27][CH:26]=[CH:25][CH:24]=3)[N:8]=2)[CH2:2][CH2:3][CH2:4][CH2:5]1. (2) Given the reactants [C:1]([O:5][C:6](=[O:31])[CH2:7][CH2:8][C:9]1(C(OCC)=O)[S:13][C:12]([NH:14][C:15]2[CH:20]=[CH:19][CH:18]=[CH:17][C:16]=2[C:21]([F:24])([F:23])[F:22])=[N:11][C:10]1=[O:25])([CH3:4])([CH3:3])[CH3:2].C1COCC1.O[Li].O.Cl, predict the reaction product. The product is: [O:25]=[C:10]1[CH:9]([CH2:8][CH2:7][C:6]([O:5][C:1]([CH3:4])([CH3:3])[CH3:2])=[O:31])[S:13][C:12]([NH:14][C:15]2[CH:20]=[CH:19][CH:18]=[CH:17][C:16]=2[C:21]([F:24])([F:22])[F:23])=[N:11]1. (3) Given the reactants [C:1]1([C:7]#[C:8][CH2:9][OH:10])[CH:6]=[CH:5][CH:4]=[CH:3][CH:2]=1.[CH3:11][O:12][C:13]1[CH:18]=[CH:17][C:16]([SH:19])=[CH:15][CH:14]=1.C1(CC(SC2C=CC=CC=2)C(=O)C)C=CC=CC=1, predict the reaction product. The product is: [CH3:11][O:12][C:13]1[CH:18]=[CH:17][C:16]([S:19][CH:8]([CH2:7][C:1]2[CH:6]=[CH:5][CH:4]=[CH:3][CH:2]=2)[CH:9]=[O:10])=[CH:15][CH:14]=1. (4) Given the reactants C(O)(=O)/C=C\C(O)=O.C(O)(=O)/C=C\C(O)=O.[NH2:17][C:18]1[N:26]=[C:25]([O:27][CH2:28][CH2:29][CH2:30][CH3:31])[N:24]=[C:23]2[C:19]=1[NH:20][C:21](=[O:45])[N:22]2[CH2:32][CH2:33][CH2:34][NH:35][CH2:36][CH2:37][CH2:38][N:39]1[CH2:44][CH2:43][CH2:42][CH2:41][CH2:40]1.C(N(CC)CC)C.C(O[BH-](OC(=O)C)OC(=O)C)(=O)C.[Na+].[CH:67]([C:69]1[CH:74]=[CH:73][C:72]([CH2:75][C:76]([O:78][CH3:79])=[O:77])=[CH:71][CH:70]=1)=O.C([O-])([O-])=O.[Na+].[Na+], predict the reaction product. The product is: [NH2:17][C:18]1[N:26]=[C:25]([O:27][CH2:28][CH2:29][CH2:30][CH3:31])[N:24]=[C:23]2[C:19]=1[NH:20][C:21](=[O:45])[N:22]2[CH2:32][CH2:33][CH2:34][N:35]([CH2:67][C:69]1[CH:70]=[CH:71][C:72]([CH2:75][C:76]([O:78][CH3:79])=[O:77])=[CH:73][CH:74]=1)[CH2:36][CH2:37][CH2:38][N:39]1[CH2:40][CH2:41][CH2:42][CH2:43][CH2:44]1. (5) The product is: [CH:1]1([C:4]2[CH:9]=[C:8]([CH:10]=[O:11])[C:7]([O:12][CH:13]([CH3:15])[CH3:14])=[CH:6][C:5]=2[C:16]2[CH:17]=[CH:18][C:19]([F:22])=[CH:20][CH:21]=2)[CH2:3][CH2:2]1. Given the reactants [CH:1]1([C:4]2[CH:9]=[C:8]([CH2:10][OH:11])[C:7]([O:12][CH:13]([CH3:15])[CH3:14])=[CH:6][C:5]=2[C:16]2[CH:21]=[CH:20][C:19]([F:22])=[CH:18][CH:17]=2)[CH2:3][CH2:2]1, predict the reaction product. (6) The product is: [C:1]([C:4]1[CH:5]=[C:6]([C:13]2[CH:14]=[C:15]([CH:28]=[CH:29][CH:30]=2)[CH2:16][NH:17][C:18]([CH3:19])([C:20]([OH:22])=[O:21])[CH3:27])[S:7][C:8]=1[NH:9][C:10](=[O:12])[NH2:11])(=[O:3])[NH2:2]. Given the reactants [C:1]([C:4]1[CH:5]=[C:6]([C:13]2[CH:14]=[C:15]([CH:28]=[CH:29][CH:30]=2)[CH2:16][NH:17][C:18]([CH3:27])([C:20]([O:22]C(C)(C)C)=[O:21])[CH3:19])[S:7][C:8]=1[NH:9][C:10](=[O:12])[NH2:11])(=[O:3])[NH2:2].FC(F)(F)C(O)=O, predict the reaction product. (7) The product is: [CH2:1]([C:5]1[N:9]([C:10]2[N:15]=[C:14]([C:16]3[S:17][CH:18]=[CH:19][CH:20]=3)[C:13]([CH3:21])=[CH:12][N:11]=2)[N:8]=[CH:7][C:6]=1[NH:22][C:30](=[O:31])[CH2:29][C:26]1[CH:27]=[CH:28][N:23]=[CH:24][CH:25]=1)[CH2:2][CH2:3][CH3:4]. Given the reactants [CH2:1]([C:5]1[N:9]([C:10]2[N:15]=[C:14]([C:16]3[S:17][CH:18]=[CH:19][CH:20]=3)[C:13]([CH3:21])=[CH:12][N:11]=2)[N:8]=[CH:7][C:6]=1[NH2:22])[CH2:2][CH2:3][CH3:4].[N:23]1[CH:28]=[CH:27][C:26]([CH2:29][C:30](O)=[O:31])=[CH:25][CH:24]=1.CN(C(ON1N=NC2C=CC=CC1=2)=[N+](C)C)C.F[P-](F)(F)(F)(F)F.CCN(C(C)C)C(C)C, predict the reaction product. (8) The product is: [CH3:20][CH:19]([C:16]1[CH:15]=[CH:14][C:13]([CH2:12][O:11][CH2:10][CH2:9][OH:8])=[CH:18][CH:17]=1)[CH2:21][CH2:22][CH2:23][CH2:24][CH2:25][CH2:26][CH2:27][CH2:28][CH2:29][CH2:30][CH2:31][CH2:32][CH2:33][CH3:34]. Given the reactants C([Si]([O:8][CH2:9][CH2:10][O:11][CH2:12][C:13]1[CH:18]=[CH:17][C:16]([CH:19]([CH2:21][CH2:22][CH2:23][CH2:24][CH2:25][CH2:26][CH2:27][CH2:28][CH2:29][CH2:30][CH2:31][CH2:32][CH2:33][CH3:34])[CH3:20])=[CH:15][CH:14]=1)(C)C)(C)(C)C.[F-].C([N+](CCCC)(CCCC)CCCC)CCC, predict the reaction product. (9) Given the reactants Cl[C:2]1[N:10]=[C:9](Cl)[CH:8]=[CH:7][C:3]=1[C:4]([NH2:6])=[O:5].[CH3:12][C:13]1[CH:14]=[C:15]([NH2:19])[CH:16]=[N:17][CH:18]=1.C(O[C:25](=[O:32])[NH:26][C@@H:27]1[CH2:31][CH2:30][NH:29][CH2:28]1)(C)(C)C.[C:33](O)(=O)[CH:34]=C, predict the reaction product. The product is: [C:25]([NH:26][C@H:27]1[CH2:31][CH2:30][N:29]([C:9]2[CH:8]=[CH:7][C:3]([C:4]([NH2:6])=[O:5])=[C:2]([NH:19][C:15]3[CH:16]=[N:17][CH:18]=[C:13]([CH3:12])[CH:14]=3)[N:10]=2)[CH2:28]1)(=[O:32])[CH:33]=[CH2:34].